From a dataset of Forward reaction prediction with 1.9M reactions from USPTO patents (1976-2016). Predict the product of the given reaction. (1) Given the reactants [Cl:1][C:2]1[C:11]2[C:6](=[CH:7][C:8]([O:17][CH2:18][CH2:19][O:20][CH3:21])=[C:9]([O:12][CH2:13][CH2:14][O:15][CH3:16])[CH:10]=2)[N:5]=[CH:4][N:3]=1.CS(C)=O.[C:26]([C:28]1[CH:29]=[C:30]([CH:32]=[CH:33][CH:34]=1)[NH2:31])#[CH:27], predict the reaction product. The product is: [CH3:16][O:15][CH2:14][CH2:13][O:12][C:9]1[CH:10]=[C:11]2[C:2]([NH:31][C:30]3[CH:32]=[CH:33][CH:34]=[C:28]([C:26]#[CH:27])[CH:29]=3)=[N:3][CH:4]=[N:5][C:6]2=[CH:7][C:8]=1[O:17][CH2:18][CH2:19][O:20][CH3:21].[ClH:1]. (2) Given the reactants Br[C:2]1[CH:20]=[CH:19][C:5]([C:6]([NH:8][C:9]2[CH:18]=[C:17]3[C:12]([CH:13]=[CH:14][CH:15]=[N:16]3)=[CH:11][CH:10]=2)=[O:7])=[CH:4][CH:3]=1.[N:21]1[CH:26]=[CH:25][CH:24]=[C:23](B(O)O)[CH:22]=1, predict the reaction product. The product is: [N:21]1[CH:26]=[CH:25][CH:24]=[C:23]([C:2]2[CH:20]=[CH:19][C:5]([C:6]([NH:8][C:9]3[CH:18]=[C:17]4[C:12]([CH:13]=[CH:14][CH:15]=[N:16]4)=[CH:11][CH:10]=3)=[O:7])=[CH:4][CH:3]=2)[CH:22]=1. (3) Given the reactants C[O:2][C:3](=[O:41])[C:4]1[CH:40]=[CH:39][C:7]([C:8]([NH:10][C:11]2[C:12]([C:35]([F:38])([F:37])[F:36])=[N:13][C:14]([O:17][CH2:18][C:19]3[C:20]([C:27]4[C:32]([Cl:33])=[CH:31][CH:30]=[CH:29][C:28]=4[Cl:34])=[N:21][O:22][C:23]=3[CH:24]([CH3:26])[CH3:25])=[CH:15][CH:16]=2)=[O:9])=[CH:6][CH:5]=1.[H-].[Na+].[CH3:44]I.[OH-].[Na+], predict the reaction product. The product is: [Cl:34][C:28]1[CH:29]=[CH:30][CH:31]=[C:32]([Cl:33])[C:27]=1[C:20]1[C:19]([CH2:18][O:17][C:14]2[N:13]=[C:12]([C:35]([F:37])([F:36])[F:38])[C:11]([N:10]([CH3:44])[C:8](=[O:9])[C:7]3[CH:39]=[CH:40][C:4]([C:3]([OH:2])=[O:41])=[CH:5][CH:6]=3)=[CH:16][CH:15]=2)=[C:23]([CH:24]([CH3:25])[CH3:26])[O:22][N:21]=1. (4) Given the reactants [OH:1][C:2]1[CH:3]=[C:4]([CH:8]=[C:9]([CH3:11])[CH:10]=1)[C:5]([OH:7])=[O:6].S(=O)(=O)(O)O.[CH3:17][CH2:18]O, predict the reaction product. The product is: [OH:1][C:2]1[CH:3]=[C:4]([CH:8]=[C:9]([CH3:11])[CH:10]=1)[C:5]([O:7][CH2:17][CH3:18])=[O:6]. (5) The product is: [CH:27]1([C:1]([CH:4]([CH3:26])[CH2:5][CH2:6][N:7]2[C:11]3[CH:12]=[CH:13][CH:14]=[C:15]([CH3:16])[C:10]=3[N:9]=[C:8]2[CH2:17][O:18][C:19]2[CH:24]=[CH:23][C:22]([Cl:25])=[CH:21][CH:20]=2)=[O:2])[C:36]2[C:31](=[CH:32][CH:33]=[CH:34][CH:35]=2)[CH2:30][CH2:29][NH:28]1. Given the reactants [C:1]([CH:4]([CH3:26])[CH2:5][CH2:6][N:7]1[C:11]2[CH:12]=[CH:13][CH:14]=[C:15]([CH3:16])[C:10]=2[N:9]=[C:8]1[CH2:17][O:18][C:19]1[CH:24]=[CH:23][C:22]([Cl:25])=[CH:21][CH:20]=1)(O)=[O:2].[CH2:27]1[C:36]2[C:31](=[CH:32][CH:33]=[CH:34][CH:35]=2)[CH2:30][CH2:29][NH:28]1.ON1C2C=CC=CC=2N=N1.C1(N=C=NC2CCCCC2)CCCCC1, predict the reaction product. (6) Given the reactants [CH3:1][C:2]1([CH3:12])[C:7](=[O:8])[CH2:6][C:5](=[O:9])[C:4]([CH3:11])([CH3:10])[O:3]1.C(Cl)(Cl)Cl.C1(C)C=CC=CC=1.C([O-])(=O)C.C([O-])(=O)C.C([O-])(=O)C.[Br:36][C:37]1[CH:38]=[CH:39][C:40]([CH2:44][CH3:45])=[C:41]([Pb+3])[CH:42]=1, predict the reaction product. The product is: [Br:36][C:37]1[CH:42]=[CH:41][C:40]([CH2:44][CH3:45])=[C:39]([CH:6]2[C:7](=[O:8])[C:2]([CH3:12])([CH3:1])[O:3][C:4]([CH3:11])([CH3:10])[C:5]2=[O:9])[CH:38]=1.